Dataset: Forward reaction prediction with 1.9M reactions from USPTO patents (1976-2016). Task: Predict the product of the given reaction. Given the reactants [CH3:1][N:2]([CH3:17])[CH2:3][CH2:4][O:5][C:6]1[CH:11]=[CH:10][C:9]([CH2:12][C:13]([O:15]C)=[O:14])=[CH:8][CH:7]=1.[OH-].[Na+:19], predict the reaction product. The product is: [CH3:17][N:2]([CH3:1])[CH2:3][CH2:4][O:5][C:6]1[CH:11]=[CH:10][C:9]([CH2:12][C:13]([O-:15])=[O:14])=[CH:8][CH:7]=1.[Na+:19].